This data is from Experimental lipophilicity measurements (octanol/water distribution) for 4,200 compounds from AstraZeneca. The task is: Regression/Classification. Given a drug SMILES string, predict its absorption, distribution, metabolism, or excretion properties. Task type varies by dataset: regression for continuous measurements (e.g., permeability, clearance, half-life) or binary classification for categorical outcomes (e.g., BBB penetration, CYP inhibition). For this dataset (lipophilicity_astrazeneca), we predict Y. (1) The molecule is Cn1cnc(-c2ccccc2)c1C#Cc1ccnc(N)n1. The Y is 2.94 logD. (2) The molecule is O=C(Nc1ccc(Cl)c(Cl)c1)N1CCN(C[C@@H]2CCCN(Cc3ccccc3)C2)CC1. The Y is 4.26 logD. (3) The compound is COc1cccc2c1c(NS(=O)(=O)c1ccc(Cl)s1)nn2Cc1cccc(CNC(=O)[C@@H]2COCCN2)c1. The Y is 1.61 logD. (4) The compound is COC1CCN(C(=O)C2CCN(CCc3c(-c4cc(C)cc(C)c4)[nH]c4sc(C(C)(C)C(=O)N5C6CCC5CC6)cc34)CC2)CC1. The Y is 4.09 logD.